From a dataset of NCI-60 drug combinations with 297,098 pairs across 59 cell lines. Regression. Given two drug SMILES strings and cell line genomic features, predict the synergy score measuring deviation from expected non-interaction effect. (1) Cell line: UACC62. Synergy scores: CSS=32.8, Synergy_ZIP=-2.90, Synergy_Bliss=-3.05, Synergy_Loewe=-0.871, Synergy_HSA=-0.422. Drug 1: CC1C(C(=O)NC(C(=O)N2CCCC2C(=O)N(CC(=O)N(C(C(=O)O1)C(C)C)C)C)C(C)C)NC(=O)C3=C4C(=C(C=C3)C)OC5=C(C(=O)C(=C(C5=N4)C(=O)NC6C(OC(=O)C(N(C(=O)CN(C(=O)C7CCCN7C(=O)C(NC6=O)C(C)C)C)C)C(C)C)C)N)C. Drug 2: C1CN1C2=NC(=NC(=N2)N3CC3)N4CC4. (2) Drug 1: CC1C(C(CC(O1)OC2CC(CC3=C2C(=C4C(=C3O)C(=O)C5=C(C4=O)C(=CC=C5)OC)O)(C(=O)CO)O)N)O.Cl. Drug 2: CS(=O)(=O)OCCCCOS(=O)(=O)C. Synergy scores: CSS=3.45, Synergy_ZIP=-1.78, Synergy_Bliss=-0.338, Synergy_Loewe=0.0441, Synergy_HSA=0.260. Cell line: IGROV1. (3) Drug 1: C1=CC(=C2C(=C1NCCNCCO)C(=O)C3=C(C=CC(=C3C2=O)O)O)NCCNCCO. Drug 2: CCCS(=O)(=O)NC1=C(C(=C(C=C1)F)C(=O)C2=CNC3=C2C=C(C=N3)C4=CC=C(C=C4)Cl)F. Cell line: TK-10. Synergy scores: CSS=16.3, Synergy_ZIP=-8.27, Synergy_Bliss=-8.48, Synergy_Loewe=-21.2, Synergy_HSA=-6.84.